From a dataset of Full USPTO retrosynthesis dataset with 1.9M reactions from patents (1976-2016). Predict the reactants needed to synthesize the given product. Given the product [CH3:5][O:4][N:3]([CH3:2])[C:11]([C:8]1([C:7]([F:15])([F:14])[F:6])[CH2:10][CH2:9]1)=[O:12], predict the reactants needed to synthesize it. The reactants are: Cl.[CH3:2][NH:3][O:4][CH3:5].[F:6][C:7]([F:15])([F:14])[C:8]1([C:11](O)=[O:12])[CH2:10][CH2:9]1.C(Cl)CCl.O.OC1C2N=NNC=2C=CC=1.CN1CCOCC1.